Dataset: Reaction yield outcomes from USPTO patents with 853,638 reactions. Task: Predict the reaction yield, written as a fraction of the theoretical maximum amount of product (1.0 means a 100% yield; for example, 0.34 means a 34% yield). (1) The catalyst is C(Cl)Cl.CCOCC.O. The product is [CH2:11]([O:18][C@@H:19]([CH2:22][CH2:23][CH2:24][CH2:25][CH2:26][CH2:27][CH2:28][CH2:29][CH2:30][CH3:31])[CH:20]=[O:21])[C:12]1[CH:17]=[CH:16][CH:15]=[CH:14][CH:13]=1. The yield is 0.670. The reactants are C(Cl)(=O)C(Cl)=O.CS(C)=O.[CH2:11]([O:18][C@@H:19]([CH2:22][CH2:23][CH2:24][CH2:25][CH2:26][CH2:27][CH2:28][CH2:29][CH2:30][CH3:31])[CH2:20][OH:21])[C:12]1[CH:17]=[CH:16][CH:15]=[CH:14][CH:13]=1.CCN(CC)CC. (2) The reactants are [CH3:1][O:2][C:3]1[C:4]2[CH2:12][NH:11][CH2:10][CH2:9][C:5]=2[N:6]=[CH:7][N:8]=1.[Cl:13][C:14]1[CH:15]=[CH:16][C:17](F)=[C:18]([CH:21]=1)[C:19]#[N:20].N12CCCN=C1CCCCC2. The yield is 0.783. The product is [Cl:13][C:14]1[CH:15]=[CH:16][C:17]([N:11]2[CH2:10][CH2:9][C:5]3[N:6]=[CH:7][N:8]=[C:3]([O:2][CH3:1])[C:4]=3[CH2:12]2)=[C:18]([CH:21]=1)[C:19]#[N:20]. The catalyst is C(Cl)Cl. (3) The catalyst is C(#N)C. The yield is 0.740. The product is [NH2:9][C:7]([C@H:2]([NH:1][CH2:11][CH2:10][CH2:16][S:13]([OH:15])(=[O:14])=[O:12])[CH2:3][CH:4]([CH3:6])[CH3:5])=[O:8]. The reactants are [NH2:1][C@@H:2]([C:7]([NH2:9])=[O:8])[CH2:3][CH:4]([CH3:6])[CH3:5].[CH2:10]1[CH2:16][S:13](=[O:15])(=[O:14])[O:12][CH2:11]1. (4) The reactants are [CH3:1][C:2]1[C:6]2[C:7](=[O:18])[N:8]([CH2:11][CH2:12][N:13]3[CH2:17][CH2:16][CH2:15][CH2:14]3)[CH2:9][CH2:10][C:5]=2[NH:4][C:3]=1[CH:19]=O.[N:21]1[CH:26]=[CH:25][C:24]([C:27]2[CH:35]=[CH:34][CH:33]=[C:32]3[C:28]=2[CH2:29][C:30](=[O:36])[NH:31]3)=[CH:23][CH:22]=1. No catalyst specified. The product is [CH3:1][C:2]1[C:6]2[C:7](=[O:18])[N:8]([CH2:11][CH2:12][N:13]3[CH2:14][CH2:15][CH2:16][CH2:17]3)[CH2:9][CH2:10][C:5]=2[NH:4][C:3]=1[CH:19]=[C:29]1[C:28]2[C:32](=[CH:33][CH:34]=[CH:35][C:27]=2[C:24]2[CH:23]=[CH:22][N:21]=[CH:26][CH:25]=2)[NH:31][C:30]1=[O:36]. The yield is 0.639. (5) The reactants are [CH3:1][C:2]1([CH3:10])[O:7][C:6](=[O:8])[CH2:5][C:4](=[O:9])[O:3]1.[CH3:11][S:12]([C:15]1[CH:21]=[CH:20][C:18]([NH2:19])=[CH:17][CH:16]=1)(=[O:14])=[O:13].[CH:22](OC)(OC)OC. No catalyst specified. The product is [CH3:1][C:2]1([CH3:10])[O:7][C:6](=[O:8])[C:5](=[CH:22][NH:19][C:18]2[CH:20]=[CH:21][C:15]([S:12]([CH3:11])(=[O:13])=[O:14])=[CH:16][CH:17]=2)[C:4](=[O:9])[O:3]1. The yield is 1.00. (6) The product is [CH2:24]([CH:9]1[CH:10]([NH:14][CH:15]2[CH2:16][CH2:17][N:18]([C:21](=[O:23])[CH3:22])[CH2:19][CH2:20]2)[CH2:11][CH2:12][CH2:13][NH:8]1)[C:25]1[CH:30]=[CH:29][CH:28]=[CH:27][CH:26]=1. The yield is 0.950. The catalyst is ClC(Cl)C. The reactants are C(OC([N:8]1[CH2:13][CH2:12][CH2:11][CH:10]([NH:14][CH:15]2[CH2:20][CH2:19][N:18]([C:21](=[O:23])[CH3:22])[CH2:17][CH2:16]2)[CH:9]1[CH2:24][C:25]1[CH:30]=[CH:29][CH:28]=[CH:27][CH:26]=1)=O)(C)(C)C.FC(F)(F)C(O)=O. (7) The reactants are [C:1]([OH:6])(=O)[CH:2]([CH3:4])[CH3:3].C(N(CC)CC)C.ON1C2C=CC=CC=2N=N1.Cl.C(N=C=NCCCN(C)C)C.[N:36]1([C:42]([O:44][C:45]([CH3:48])([CH3:47])[CH3:46])=[O:43])[CH2:41][CH2:40][NH:39][CH2:38][CH2:37]1. The catalyst is ClCCl. The product is [C:1]([N:39]1[CH2:38][CH2:37][N:36]([C:42]([O:44][C:45]([CH3:48])([CH3:47])[CH3:46])=[O:43])[CH2:41][CH2:40]1)(=[O:6])[CH:2]([CH3:4])[CH3:3]. The yield is 0.780. (8) The reactants are [C:1]([O:5][C:6]([N:8]1[CH2:13][CH2:12][CH:11]([C:14]2[CH:19]=[CH:18][C:17]([NH2:20])=[C:16](Br)[N:15]=2)[CH2:10][CH2:9]1)=[O:7])([CH3:4])([CH3:3])[CH3:2].[CH3:22]CO.C([O-])([O-])=O.[Na+].[Na+].[C:31]1([CH3:37])[CH:36]=[CH:35][CH:34]=[CH:33][CH:32]=1. The catalyst is CCOC(C)=O.C1C=CC([P]([Pd]([P](C2C=CC=CC=2)(C2C=CC=CC=2)C2C=CC=CC=2)([P](C2C=CC=CC=2)(C2C=CC=CC=2)C2C=CC=CC=2)[P](C2C=CC=CC=2)(C2C=CC=CC=2)C2C=CC=CC=2)(C2C=CC=CC=2)C2C=CC=CC=2)=CC=1. The product is [C:1]([O:5][C:6]([N:8]1[CH2:13][CH2:12][CH:11]([C:14]2[CH:19]=[CH:18][C:17]([NH2:20])=[C:16]([C:34]3[CH2:35][CH2:36][C:31]([CH3:22])([CH3:37])[CH2:32][CH:33]=3)[N:15]=2)[CH2:10][CH2:9]1)=[O:7])([CH3:4])([CH3:3])[CH3:2]. The yield is 0.660. (9) The reactants are [Br:1][C:2]1[C:3](F)=[C:4]2[C:10]([NH:11][C:12]([CH:14]3[CH2:18][CH2:17][CH2:16][O:15]3)=[O:13])=[CH:9][NH:8][C:5]2=[N:6][CH:7]=1.[NH:20]1[CH2:25][CH2:24][CH2:23][C@@H:22]([NH:26][C:27](=[O:33])[O:28][C:29]([CH3:32])([CH3:31])[CH3:30])[CH2:21]1.C(N(C(C)C)C(C)C)C. The catalyst is CCCCO. The product is [Br:1][C:2]1[C:3]([N:20]2[CH2:25][CH2:24][CH2:23][C@@H:22]([NH:26][C:27](=[O:33])[O:28][C:29]([CH3:31])([CH3:30])[CH3:32])[CH2:21]2)=[C:4]2[C:10]([NH:11][C:12]([CH:14]3[CH2:18][CH2:17][CH2:16][O:15]3)=[O:13])=[CH:9][NH:8][C:5]2=[N:6][CH:7]=1. The yield is 0.290. (10) The reactants are Br[C:2]1[CH:7]=[CH:6][CH:5]=[C:4]([C:8]([O:11][CH3:12])([CH3:10])[CH3:9])[N:3]=1.[OH-].[NH4+].C([O-])([O-])=O.[K+].[K+].C[N:22](C)CCN. The catalyst is [Cu-]=O.C(O)CO. The product is [CH3:12][O:11][C:8]([C:4]1[N:3]=[C:2]([NH2:22])[CH:7]=[CH:6][CH:5]=1)([CH3:10])[CH3:9]. The yield is 0.730.